From a dataset of Catalyst prediction with 721,799 reactions and 888 catalyst types from USPTO. Predict which catalyst facilitates the given reaction. (1) Reactant: Br[C:2]1[CH:7]=[C:6]([C:8]([F:11])([F:10])[F:9])[CH:5]=[C:4]([N+:12]([O-:14])=[O:13])[CH:3]=1.CCN(C(C)C)C(C)C.[NH:24]1[CH2:29][CH2:28][O:27][CH2:26][CH2:25]1. Product: [N+:12]([C:4]1[CH:3]=[C:2]([N:24]2[CH2:29][CH2:28][O:27][CH2:26][CH2:25]2)[CH:7]=[C:6]([C:8]([F:11])([F:10])[F:9])[CH:5]=1)([O-:14])=[O:13]. The catalyst class is: 3. (2) Reactant: C([O:3][C:4]1[CH2:13][C:12]2[C:11]([NH2:14])=[CH:10][CH:9]=[CH:8][C:7]=2[CH2:6][CH:5]=1)C.Cl.[Na]. Product: [NH2:14][C:11]1[CH:10]=[CH:9][CH:8]=[C:7]2[C:12]=1[CH2:13][C:4](=[O:3])[CH2:5][CH2:6]2. The catalyst class is: 7. (3) Reactant: [C:1](Cl)(=[O:5])[CH2:2][CH2:3][CH3:4].[NH2:7][C:8]1[C:16]2[C:11](=[CH:12][C:13]([Cl:17])=[CH:14][CH:15]=2)[NH:10][N:9]=1. Product: [Cl:17][C:13]1[CH:12]=[C:11]2[C:16]([C:8]([NH:7][C:1](=[O:5])[CH2:2][CH2:3][CH3:4])=[N:9][NH:10]2)=[CH:15][CH:14]=1. The catalyst class is: 17. (4) The catalyst class is: 169. Reactant: [OH-:1].[NH4+:2].[NH2:3][C@:4]([CH3:60])([C:56]([CH3:59])([CH3:58])[CH3:57])[CH2:5][O:6][C@@H:7]1[C@@:14]2([CH3:39])[C@@H:15]3[CH2:16][CH2:17][C@H:18]4[C:27]([C@@:10]3([CH2:11][O:12][CH2:13]2)[CH2:9][C@H:8]1[N:40]1[C:44]([C:45]2[CH:50]=[CH:49][N:48]=[C:47]([C:51](OCC)=O)[CH:46]=2)=[N:43][CH:42]=[N:41]1)=[CH:26][CH2:25][C@:24]1([CH3:28])[C@:19]4([CH3:38])[CH2:20][CH2:21][C@@:22]([C@H:33]([CH3:37])[CH:34]([CH3:36])[CH3:35])([CH3:32])[C@H:23]1[C:29]([OH:31])=[O:30]. Product: [NH2:2][C:51]([C:47]1[CH:46]=[C:45]([C:44]2[N:40]([C@@H:8]3[CH2:9][C@:10]45[C:27]6[C@H:18]([CH2:17][CH2:16][C@H:15]4[C@@:14]([CH3:39])([CH2:13][O:12][CH2:11]5)[C@H:7]3[O:6][CH2:5][C@@:4]([NH2:3])([CH3:60])[C:56]([CH3:57])([CH3:59])[CH3:58])[C@:19]3([CH3:38])[C@:24]([CH3:28])([C@H:23]([C:29]([OH:31])=[O:30])[C@:22]([C@H:33]([CH3:37])[CH:34]([CH3:36])[CH3:35])([CH3:32])[CH2:21][CH2:20]3)[CH2:25][CH:26]=6)[N:41]=[CH:42][N:43]=2)[CH:50]=[CH:49][N:48]=1)=[O:1]. (5) Reactant: [O:1]=[C:2]1[N:8]([CH:9]2[CH2:14][CH2:13][N:12]([C:15]([O:17][C@H:18]([CH2:34][C:35]3[CH:40]=[C:39]([CH3:41])[C:38]([O:42]CC4C=CC=CC=4)=[C:37]([CH3:50])[CH:36]=3)[C:19]([N:21]3[CH2:26][CH2:25][N:24](CC4C=CC=CC=4)[CH2:23][CH2:22]3)=[O:20])=[O:16])[CH2:11][CH2:10]2)[CH2:7][CH2:6][C:5]2[CH:51]=[CH:52][CH:53]=[CH:54][C:4]=2[NH:3]1.[H][H]. Product: [O:1]=[C:2]1[N:8]([CH:9]2[CH2:10][CH2:11][N:12]([C:15]([O:17][C@H:18]([CH2:34][C:35]3[CH:40]=[C:39]([CH3:41])[C:38]([OH:42])=[C:37]([CH3:50])[CH:36]=3)[C:19](=[O:20])[N:21]3[CH2:22][CH2:23][NH:24][CH2:25][CH2:26]3)=[O:16])[CH2:13][CH2:14]2)[CH2:7][CH2:6][C:5]2[CH:51]=[CH:52][CH:53]=[CH:54][C:4]=2[NH:3]1. The catalyst class is: 19.